This data is from Full USPTO retrosynthesis dataset with 1.9M reactions from patents (1976-2016). The task is: Predict the reactants needed to synthesize the given product. (1) Given the product [CH3:1][C@@H:2]1[CH2:7][N:6]([C:8]2[CH:17]=[CH:16][CH:15]=[C:14]3[C:9]=2[CH:10]=[CH:11][C:12]([CH3:18])=[N:13]3)[CH2:5][CH2:4][N:3]1[CH2:19][CH2:20][C:21]1[C:30]2[O:29][CH2:28][C:27]3=[C:31]([C:34]([OH:36])=[O:35])[N:32]=[CH:33][N:26]3[C:25]=2[CH:24]=[CH:23][CH:22]=1, predict the reactants needed to synthesize it. The reactants are: [CH3:1][C@@H:2]1[CH2:7][N:6]([C:8]2[CH:17]=[CH:16][CH:15]=[C:14]3[C:9]=2[CH:10]=[CH:11][C:12]([CH3:18])=[N:13]3)[CH2:5][CH2:4][N:3]1[CH2:19][CH2:20][C:21]1[C:30]2[O:29][CH2:28][C:27]3=[C:31]([C:34]([O:36]CC)=[O:35])[N:32]=[CH:33][N:26]3[C:25]=2[CH:24]=[CH:23][CH:22]=1.[OH-].[Na+]. (2) The reactants are: Br[C:2]1[N:7]=[CH:6][C:5]([CH:8]2[C:17]3[C:12](=[CH:13][C:14]([O:18][CH2:19][CH2:20][CH2:21][N:22]4[CH2:27][CH2:26][CH:25]([F:28])[CH2:24][CH2:23]4)=[CH:15][CH:16]=3)[CH2:11][N:10]([CH3:29])[CH2:9]2)=[CH:4][CH:3]=1.[NH:30]([CH2:34]CO)[CH2:31]CO. Given the product [F:28][CH:25]1[CH2:26][CH2:27][N:22]([CH2:21][CH2:20][CH2:19][O:18][C:14]2[CH:13]=[C:12]3[C:17]([CH:8]([C:5]4[CH:4]=[CH:3][C:2]([N:30]([CH3:34])[CH3:31])=[N:7][CH:6]=4)[CH2:9][N:10]([CH3:29])[CH2:11]3)=[CH:16][CH:15]=2)[CH2:23][CH2:24]1, predict the reactants needed to synthesize it.